From a dataset of Full USPTO retrosynthesis dataset with 1.9M reactions from patents (1976-2016). Predict the reactants needed to synthesize the given product. (1) Given the product [C:5](/[N:6]=[C:8](\[S:9][CH3:1])/[NH:7][C:10]1[CH:15]=[CH:14][CH:13]=[C:12]([S:16]([CH3:19])(=[O:18])=[O:17])[CH:11]=1)#[N:4], predict the reactants needed to synthesize it. The reactants are: [CH3:1][O-].[Na+].[N:4]#[C:5][NH2:6].[N:7]([C:10]1[CH:15]=[CH:14][CH:13]=[C:12]([S:16]([CH3:19])(=[O:18])=[O:17])[CH:11]=1)=[C:8]=[S:9].IC. (2) The reactants are: [CH3:1][C:2](C)([O-])C.[K+].[C:7]1([C:15]2[CH:20]=[CH:19][CH:18]=[CH:17][CH:16]=2)[CH:12]=[CH:11][C:10](C=O)=[CH:9][CH:8]=1. Given the product [CH:1]([C:20]1[CH:19]=[CH:18][CH:17]=[CH:16][C:15]=1[C:7]1[CH:8]=[CH:9][CH:10]=[CH:11][CH:12]=1)=[CH2:2], predict the reactants needed to synthesize it. (3) Given the product [C:19]([CH:7]([CH:8]([C:18]1[C:13]([CH3:14])=[CH:12][CH:11]=[CH:10][C:9]=1[CH3:8])[C:9]1[C:18]2[C:13](=[CH:14][CH:15]=[CH:16][CH:17]=2)[CH:12]=[CH:11][CH:10]=1)[C:6]([O:5][C:1]([CH3:4])([CH3:2])[CH3:3])=[O:21])#[N:20], predict the reactants needed to synthesize it. The reactants are: [C:1]([O:5][C:6](=[O:21])[C:7]([C:19]#[N:20])=[CH:8][C:9]1[C:18]2[C:13](=[CH:14][CH:15]=[CH:16][CH:17]=2)[CH:12]=[CH:11][CH:10]=1)([CH3:4])([CH3:3])[CH3:2].Cl. (4) Given the product [CH3:1][C:2]1[CH:3]=[C:4]2[C:5](=[CH:10][C:11]=1[F:12])[C:6](=[O:8])[CH2:19][C:13]2=[O:15], predict the reactants needed to synthesize it. The reactants are: [CH3:1][C:2]1[CH:3]=[C:4]([C:13]([O:15]C)=O)[C:5](=[CH:10][C:11]=1[F:12])[C:6]([O:8]C)=O.[H-].[Na+].[CH3:19]CCCCC.CCCCCC.C(OCC)(=O)C. (5) Given the product [CH3:27][O:9][C:8](=[O:10])[CH:7]([C:11]1[CH:16]=[CH:15][C:14]([F:17])=[C:13]([C:18]([F:21])([F:19])[F:20])[CH:12]=1)[CH2:6][CH:1]1[CH2:5][CH2:4][CH2:3][CH2:2]1, predict the reactants needed to synthesize it. The reactants are: [CH:1]1([CH2:6][CH:7]([C:11]2[CH:16]=[CH:15][C:14]([F:17])=[C:13]([C:18]([F:21])([F:20])[F:19])[CH:12]=2)[C:8]([OH:10])=[O:9])[CH2:5][CH2:4][CH2:3][CH2:2]1.S(=O)(=O)(O)O.[CH3:27]O.